This data is from Peptide-MHC class II binding affinity with 134,281 pairs from IEDB. The task is: Regression. Given a peptide amino acid sequence and an MHC pseudo amino acid sequence, predict their binding affinity value. This is MHC class II binding data. The peptide sequence is DKVNLNHVIQSVRRL. The MHC is DRB1_0101 with pseudo-sequence DRB1_0101. The binding affinity (normalized) is 0.376.